From a dataset of Catalyst prediction with 721,799 reactions and 888 catalyst types from USPTO. Predict which catalyst facilitates the given reaction. (1) Reactant: CC(C)([O-])C.[Na+].Br[C:8]1[CH:9]=[CH:10][C:11]([O:14][C:15]2[CH:16]=[C:17]([CH:32]=[CH:33][CH:34]=2)[CH:18]=[C:19]2[CH2:24][CH2:23][N:22]([C:25]([O:27][C:28]([CH3:31])([CH3:30])[CH3:29])=[O:26])[CH2:21][CH2:20]2)=[N:12][CH:13]=1.CC(P(C(C)(C)C)C1C(C2C=CC=CC=2)=CC=CC=1)(C)C.[NH:56]1[CH2:60][CH2:59][CH2:58][CH2:57]1. Product: [N:56]1([C:8]2[CH:9]=[CH:10][C:11]([O:14][C:15]3[CH:16]=[C:17]([CH:32]=[CH:33][CH:34]=3)[CH:18]=[C:19]3[CH2:24][CH2:23][N:22]([C:25]([O:27][C:28]([CH3:31])([CH3:30])[CH3:29])=[O:26])[CH2:21][CH2:20]3)=[N:12][CH:13]=2)[CH2:60][CH2:59][CH2:58][CH2:57]1. The catalyst class is: 164. (2) Product: [Cl:1][C:2]1[C:10]([C:11]#[N:12])=[CH:9][C:8]([O:13][CH2:20][CH3:21])=[C:7]2[C:3]=1[CH:4]=[CH:5][NH:6]2. The catalyst class is: 3. Reactant: [Cl:1][C:2]1[C:10]([C:11]#[N:12])=[CH:9][C:8]([OH:13])=[C:7]2[C:3]=1[CH:4]=[CH:5][NH:6]2.C([O-])([O-])=O.[K+].[K+].[CH2:20](Br)[CH3:21].